This data is from Reaction yield outcomes from USPTO patents with 853,638 reactions. The task is: Predict the reaction yield, written as a fraction of the theoretical maximum amount of product (1.0 means a 100% yield; for example, 0.34 means a 34% yield). (1) The reactants are [CH3:1][O:2][P:3]([CH2:7][CH:8]=[CH:9][CH2:10][CH:11]([CH2:15][C:16]([CH3:33])=[CH:17][CH2:18][C:19]1[C:20]([OH:32])=[C:21]2[C:25](=[C:26]([CH3:30])[C:27]=1[O:28][CH3:29])[CH2:24][O:23][C:22]2=[O:31])[C:12]([OH:14])=[O:13])([O:5][CH3:6])=[O:4].[CH3:34][Si:35]([CH:38](O)[CH3:39])([CH3:37])[CH3:36].C1(P([C:54]2[CH:59]=CC=CC=2)C2C=CC=CC=2)C=CC=CC=1.N(C(OCC)=O)=NC(OCC)=O. The catalyst is C1COCC1. The product is [CH3:34][Si:35]([CH3:37])([CH3:36])[CH2:38][CH2:39][O:13][C:12](=[O:14])[CH:11]([CH2:10][CH:9]=[CH:8][CH2:7][P:3]([O:5][CH3:6])([O:2][CH3:1])=[O:4])[CH2:15][C:16]([CH3:33])=[CH:17][CH2:18][C:19]1[C:20]([O:32][CH2:54][CH2:59][Si:35]([CH3:37])([CH3:36])[CH3:34])=[C:21]2[C:25](=[C:26]([CH3:30])[C:27]=1[O:28][CH3:29])[CH2:24][O:23][C:22]2=[O:31]. The yield is 0.850. (2) The reactants are [SH:1][CH2:2][CH2:3][OH:4].Cl[C:6]1[CH:15]=[N:14][C:13]2[C:8](=[CH:9][C:10]([O:16][CH3:17])=[CH:11][CH:12]=2)[N:7]=1.C(=O)([O-])[O-].[K+].[K+].C(OCC)(=O)C. The catalyst is CN(C)C=O.CCCCCC. The product is [CH3:17][O:16][C:10]1[CH:9]=[C:8]2[C:13]([N:14]=[CH:15][C:6]([S:1][CH2:2][CH2:3][OH:4])=[N:7]2)=[CH:12][CH:11]=1. The yield is 0.990. (3) The reactants are [CH2:1]([O:8][C:9]1[CH:10]=[CH:11][C:12]2[O:16][C:15]([C:17]([CH:19]3[CH2:24][CH2:23][CH2:22][CH2:21][CH2:20]3)=[O:18])=[C:14]([CH3:25])[C:13]=2[CH:26]=1)[C:2]1[CH:7]=[CH:6][CH:5]=[CH:4][CH:3]=1.[BH4-].[Na+].O. The catalyst is CO.O1CCCC1. The yield is 1.00. The product is [CH2:1]([O:8][C:9]1[CH:10]=[CH:11][C:12]2[O:16][C:15]([CH:17]([CH:19]3[CH2:20][CH2:21][CH2:22][CH2:23][CH2:24]3)[OH:18])=[C:14]([CH3:25])[C:13]=2[CH:26]=1)[C:2]1[CH:3]=[CH:4][CH:5]=[CH:6][CH:7]=1.